This data is from Forward reaction prediction with 1.9M reactions from USPTO patents (1976-2016). The task is: Predict the product of the given reaction. (1) Given the reactants Cl.Cl.[NH:3]([C:5]1[CH:6]=[N:7][CH:8]=[CH:9][CH:10]=1)[NH2:4].C(N(CC)C(C)C)(C)C.[C:20]1([C:26]2[O:27][CH2:28][C:29](=O)[N:30]=2)[CH:25]=[CH:24][CH:23]=[CH:22][CH:21]=1, predict the reaction product. The product is: [C:20]1([C:26]2[N:30]=[C:29]([CH2:28][OH:27])[N:3]([C:5]3[CH:6]=[N:7][CH:8]=[CH:9][CH:10]=3)[N:4]=2)[CH:25]=[CH:24][CH:23]=[CH:22][CH:21]=1. (2) Given the reactants [CH2:1]([O:3][C:4](=[O:30])[CH2:5][O:6][C:7]1[CH:12]=[CH:11][C:10]([O:13][CH2:14][C:15]2[S:16][C:17]([Br:28])=[C:18]([C:20]3[CH:25]=[CH:24][C:23](OC)=[CH:22][CH:21]=3)[N:19]=2)=[CH:9][C:8]=1[CH3:29])[CH3:2].Br[CH2:32][C:33]([C:35]1C=CC(OC)=C[CH:36]=1)=O, predict the reaction product. The product is: [CH2:1]([O:3][C:4](=[O:30])[CH2:5][O:6][C:7]1[CH:12]=[CH:11][C:10]([O:13][CH2:14][C:15]2[S:16][C:17]([Br:28])=[C:18]([C:20]3[CH:25]=[CH:24][C:23]4[C:22](=[CH:32][CH:33]=[CH:35][CH:36]=4)[CH:21]=3)[N:19]=2)=[CH:9][C:8]=1[CH3:29])[CH3:2]. (3) Given the reactants [H-].[Na+].[NH:3]1[CH:7]=[N:6][CH:5]=[N:4]1.[C:8]([O:12][C:13]([NH:15][C@H:16]1[CH2:21][CH2:20][C@H:19](OS(C)(=O)=O)[CH2:18][CH2:17]1)=[O:14])([CH3:11])([CH3:10])[CH3:9], predict the reaction product. The product is: [C:8]([O:12][C:13](=[O:14])[NH:15][C@H:16]1[CH2:17][CH2:18][C@@H:19]([N:3]2[CH:7]=[N:6][CH:5]=[N:4]2)[CH2:20][CH2:21]1)([CH3:11])([CH3:9])[CH3:10]. (4) Given the reactants Br[C:2]1[S:6][C:5]([C:7]2[CH:14]=[CH:13][C:10]([CH:11]=O)=[C:9](Cl)[CH:8]=2)=[N:4][CH:3]=1.ON1[C:21]2[CH:22]=[CH:23][CH:24]=[CH:25][C:20]=2N=N1.CN(CCCN=[C:33]=[N:34][CH2:35][CH3:36])C.N.[CH2:38]([OH:40])[CH3:39].[C:41](=O)(O)[O-].[Na+].C[N:47]([CH:49]=[O:50])C, predict the reaction product. The product is: [CH:38]([O:40][C:20]1[CH:25]=[CH:24][C:23]([C:2]2[S:6][C:5]([C:7]3[CH:14]=[CH:13][C:10]([CH2:11][N:34]4[CH2:33][CH:36]([C:49]([NH2:47])=[O:50])[CH2:35]4)=[CH:9][CH:8]=3)=[N:4][CH:3]=2)=[CH:22][CH:21]=1)([CH3:41])[CH3:39]. (5) Given the reactants [NH2:1][C:2]1[CH:10]=[C:9]([O:11][CH3:12])[CH:8]=[C:7]([O:13][CH3:14])[C:3]=1[C:4]([NH2:6])=[O:5].[Cl:15][C:16]1[CH:23]=[CH:22][C:19]([CH:20]=O)=[C:18]([F:24])[CH:17]=1.OS([O-])=O.[Na+], predict the reaction product. The product is: [Cl:15][C:16]1[CH:23]=[CH:22][C:19]([C:20]2[NH:6][C:4](=[O:5])[C:3]3[C:2](=[CH:10][C:9]([O:11][CH3:12])=[CH:8][C:7]=3[O:13][CH3:14])[N:1]=2)=[C:18]([F:24])[CH:17]=1. (6) Given the reactants [CH:1]([C:4]1[CH:9]=[CH:8][C:7]([C:10]([C:12]2[CH:17]=[C:16]([O:18][CH2:19][C:20]#[CH:21])[CH:15]=[CH:14][C:13]=2[NH:22][CH2:23][C:24]2[NH:28][N:27]=[N:26][N:25]=2)=[O:11])=[CH:6][CH:5]=1)([CH3:3])[CH3:2].[C:29]([O-:32])([O-])=[O:30].[K+].[K+].Cl[CH2:36][C:37]#N, predict the reaction product. The product is: [CH:1]([C:4]1[CH:5]=[CH:6][C:7]([C:10]([C:12]2[CH:17]=[C:16]([O:18][CH2:19][C:20]#[CH:21])[CH:15]=[CH:14][C:13]=2[NH:22][CH2:23][C:24]2[N:25]=[N:26][N:27]([CH2:36][CH2:37][O:32][CH3:29])[N:28]=2)=[O:11])=[CH:8][CH:9]=1)([CH3:3])[CH3:2].[CH:1]([C:4]1[CH:5]=[CH:6][C:7]([C:10]([C:12]2[CH:17]=[C:16]([O:18][CH2:19][C:20]#[CH:21])[CH:15]=[CH:14][C:13]=2[NH:22][CH2:23][C:24]2[N:28]([CH2:36][CH2:37][O:30][CH3:29])[N:27]=[N:26][N:25]=2)=[O:11])=[CH:8][CH:9]=1)([CH3:3])[CH3:2]. (7) Given the reactants [Cl:1][C:2]1[CH:7]=[CH:6][C:5](B(O)O)=[CH:4][CH:3]=1.Cl[C:12]1[C:13]([N:18]2[CH2:23][CH2:22][N:21]([CH2:24][C:25]3[C:26]([CH3:31])=[N:27][N:28]([CH3:30])[CH:29]=3)[CH2:20][CH2:19]2)=[N:14][CH:15]=[CH:16][N:17]=1.C(=O)([O-])[O-].[K+].[K+], predict the reaction product. The product is: [Cl:1][C:2]1[CH:7]=[CH:6][C:5]([C:12]2[C:13]([N:18]3[CH2:23][CH2:22][N:21]([CH2:24][C:25]4[C:26]([CH3:31])=[N:27][N:28]([CH3:30])[CH:29]=4)[CH2:20][CH2:19]3)=[N:14][CH:15]=[CH:16][N:17]=2)=[CH:4][CH:3]=1. (8) Given the reactants [NH2:1][CH:2]([CH2:6][CH2:7][CH2:8][CH2:9][CH2:10][CH2:11][CH2:12][C:13]1[CH:22]=[CH:21][C:20]2[CH2:19][CH2:18][CH2:17][NH:16][C:15]=2[N:14]=1)[C:3]([OH:5])=[O:4].[OH-].[Na+].[C:25]1([S:31](Cl)(=[O:33])=[O:32])[CH:30]=[CH:29][CH:28]=[CH:27][CH:26]=1.Cl, predict the reaction product. The product is: [C:25]1([S:31]([NH:1][C@@H:2]([CH2:6][CH2:7][CH2:8][CH2:9][CH2:10][CH2:11][CH2:12][C:13]2[CH:22]=[CH:21][C:20]3[CH2:19][CH2:18][CH2:17][NH:16][C:15]=3[N:14]=2)[C:3]([OH:5])=[O:4])(=[O:33])=[O:32])[CH:30]=[CH:29][CH:28]=[CH:27][CH:26]=1.